Dataset: Full USPTO retrosynthesis dataset with 1.9M reactions from patents (1976-2016). Task: Predict the reactants needed to synthesize the given product. (1) Given the product [F:32][C:2]1([F:1])[C:10]2[C:5](=[CH:6][CH:7]=[CH:8][C:9]=2[C@@H:11]([OH:13])[CH3:12])[N:4]([CH2:14][C:15]2[C:23]3[C:18](=[CH:19][CH:20]=[CH:21][CH:22]=3)[NH:17][N:16]=2)[C:3]1=[O:31], predict the reactants needed to synthesize it. The reactants are: [F:1][C:2]1([F:32])[C:10]2[C:5](=[CH:6][CH:7]=[CH:8][C:9]=2[C@@H:11]([OH:13])[CH3:12])[N:4]([CH2:14][C:15]2[C:23]3[C:18](=[CH:19][CH:20]=[CH:21][CH:22]=3)[N:17](C(OC(C)(C)C)=O)[N:16]=2)[C:3]1=[O:31].FC(F)(F)C(O)=O. (2) The reactants are: [C:1]12([C:11](=[O:24])[CH2:12][S:13][C:14]3[CH:19]=[CH:18][C:17]([NH:20][C:21](=[O:23])[CH3:22])=[CH:16][CH:15]=3)[CH2:10][CH:5]3[CH2:6][CH:7]([CH2:9][CH:3]([CH2:4]3)[CH2:2]1)[CH2:8]2.C1C=C(Cl)C=C(C(OO)=[O:33])C=1. Given the product [C:1]12([C:11](=[O:24])[CH2:12][S:13]([C:14]3[CH:19]=[CH:18][C:17]([NH:20][C:21](=[O:23])[CH3:22])=[CH:16][CH:15]=3)=[O:33])[CH2:8][CH:7]3[CH2:9][CH:3]([CH2:4][CH:5]([CH2:6]3)[CH2:10]1)[CH2:2]2, predict the reactants needed to synthesize it. (3) Given the product [NH2:17][C:18]1[CH:37]=[CH:36][C:21]([O:22][C:23]2[C:32]3[C:27](=[CH:28][C:29]([O:35][CH2:6][CH:8]4[CH2:9][O:10]4)=[C:30]([C:33]#[N:34])[CH:31]=3)[N:26]=[CH:25][CH:24]=2)=[CH:20][C:19]=1[F:38], predict the reactants needed to synthesize it. The reactants are: CN(C)C=O.[CH2:6]([CH:8]1[O:10][CH2:9]1)Br.C(=O)([O-])[O-].[K+].[K+].[NH2:17][C:18]1[CH:37]=[CH:36][C:21]([O:22][C:23]2[C:32]3[C:27](=[CH:28][C:29]([OH:35])=[C:30]([C:33]#[N:34])[CH:31]=3)[N:26]=[CH:25][CH:24]=2)=[CH:20][C:19]=1[F:38]. (4) Given the product [Br:19][C:12]1[CH:13]=[C:14]([CH:17]=[CH:18][C:11]=1[CH:10]1[NH:9][C:38](=[O:39])[N:26]([C:27]2[CH:32]=[CH:31][CH:30]=[C:29]([C:33]([F:36])([F:34])[F:35])[CH:28]=2)[C:25]2[CH2:24][CH2:23][NH:22][C:21](=[O:37])[C:20]1=2)[C:15]#[N:16], predict the reactants needed to synthesize it. The reactants are: C(N(CC)CC)C.Cl.[NH2:9][CH:10]([C:20]1[C:21](=[O:37])[NH:22][CH2:23][CH2:24][C:25]=1[NH:26][C:27]1[CH:32]=[CH:31][CH:30]=[C:29]([C:33]([F:36])([F:35])[F:34])[CH:28]=1)[C:11]1[CH:18]=[CH:17][C:14]([C:15]#[N:16])=[CH:13][C:12]=1[Br:19].[C:38](N1C=CN=C1)(N1C=CN=C1)=[O:39]. (5) Given the product [Cl:23][C:24]1[CH:29]=[CH:28][CH:27]=[CH:26][C:25]=1[C:30]1[O:31][C:32]2[CH2:33][N:34]([C:39]([O:41][CH2:42][C:43]3[CH:44]=[CH:45][CH:46]=[CH:47][CH:48]=3)=[O:40])[CH2:35][CH2:36][C:37]=2[N:38]=1.[Cl:23][C:24]1[CH:29]=[CH:28][CH:27]=[CH:26][C:25]=1[C:30]1[O:31][C:32]2[CH2:33][N:34]([C:39]3[CH:5]=[CH:4][CH:3]=[CH:2][N:1]=3)[CH2:35][CH2:36][C:37]=2[N:38]=1, predict the reactants needed to synthesize it. The reactants are: [N:1]1C=[CH:5][CH:4]=[CH:3][C:2]=1N1CCC2OC(C3C=C(C)C=CC=3)=NC=2C1.[Cl:23][C:24]1[CH:29]=[CH:28][CH:27]=[CH:26][C:25]=1[C:30]1[O:31][C:32]2[CH2:33][N:34]([C:39]([O:41][CH2:42][C:43]3[CH:48]=[CH:47][CH:46]=[CH:45][CH:44]=3)=[O:40])[CH2:35][CH2:36][C:37]=2[N:38]=1.ClC1C=CC=CC=1C(O)=O. (6) The reactants are: [F:1][C@@H:2]1[CH2:6][CH2:5][NH:4][CH2:3]1.[C:7]([O:11][C:12](=[O:38])[N:13]([C@H:17]1[CH2:26][CH2:25][C:24]2[C:19](=[CH:20][CH:21]=[C:22]([NH:27][S:28]([C:31]3[CH:36]=[CH:35][C:34](Br)=[CH:33][CH:32]=3)(=[O:30])=[O:29])[CH:23]=2)[CH2:18]1)[CH2:14][CH2:15][CH3:16])([CH3:10])([CH3:9])[CH3:8].O(C(C)(C)C)[Na].C1(P(C2C=CC=CC=2)C2C=CC3C(=CC=CC=3)C=2C2C3C(=CC=CC=3)C=CC=2P(C2C=CC=CC=2)C2C=CC=CC=2)C=CC=CC=1. Given the product [C:7]([O:11][C:12](=[O:38])[N:13]([C@H:17]1[CH2:26][CH2:25][C:24]2[C:19](=[CH:20][CH:21]=[C:22]([NH:27][S:28]([C:31]3[CH:36]=[CH:35][C:34]([N:4]4[CH2:5][CH2:6][C@@H:2]([F:1])[CH2:3]4)=[CH:33][CH:32]=3)(=[O:30])=[O:29])[CH:23]=2)[CH2:18]1)[CH2:14][CH2:15][CH3:16])([CH3:8])([CH3:9])[CH3:10], predict the reactants needed to synthesize it. (7) Given the product [Cl:1][C:2]1[CH:3]=[C:4]([N:8]([C:16](=[O:21])[CH2:17][CH2:18][C:19]#[C:20][C:23]2[CH:28]=[CH:27][CH:26]=[CH:25][N:24]=2)[C:9](=[O:15])[O:10][C:11]([CH3:12])([CH3:13])[CH3:14])[CH:5]=[CH:6][CH:7]=1.[Cl:1][C:2]1[CH:3]=[C:4]([N:8]([C:16](=[O:21])[CH2:17][CH2:18][C:19]#[CH:20])[C:9](=[O:15])[O:10][C:11]([CH3:12])([CH3:13])[CH3:14])[CH:5]=[CH:6][CH:7]=1, predict the reactants needed to synthesize it. The reactants are: [Cl:1][C:2]1[CH:3]=[C:4]([N:8]([C:16](=[O:21])[CH2:17][CH2:18][C:19]#[CH:20])[C:9](=[O:15])[O:10][C:11]([CH3:14])([CH3:13])[CH3:12])[CH:5]=[CH:6][CH:7]=1.Br[C:23]1[CH:28]=[CH:27][CH:26]=[CH:25][N:24]=1.